From a dataset of Full USPTO retrosynthesis dataset with 1.9M reactions from patents (1976-2016). Predict the reactants needed to synthesize the given product. (1) The reactants are: [NH2:1][C:2]1[N:7]2[CH:8]=[C:9]([CH3:11])[N:10]=[C:6]2[C:5]([C:12]([NH:14][CH2:15][CH:16]2[CH2:21][CH2:20][N:19](C(OC(C)(C)C)=O)[CH2:18][CH2:17]2)=[O:13])=[CH:4][C:3]=1[Cl:29].Cl. Given the product [NH2:1][C:2]1[N:7]2[CH:8]=[C:9]([CH3:11])[N:10]=[C:6]2[C:5]([C:12]([NH:14][CH2:15][CH:16]2[CH2:21][CH2:20][N:19]([CH2:4][C@@H:5]([CH3:6])[CH2:12][OH:13])[CH2:18][CH2:17]2)=[O:13])=[CH:4][C:3]=1[Cl:29], predict the reactants needed to synthesize it. (2) Given the product [CH3:51][C:46]1[CH:47]=[C:10]([CH3:9])[N:11]=[C:12]([NH:8][C:6](=[O:7])[N:3]([CH3:4])[CH2:2][CH2:1][CH2:30][O:29][C:17]2[CH:18]=[CH:19][C:20]3[C:21]([C:25]([F:26])([F:27])[F:28])=[N:22][O:23][C:24]=3[C:16]=2[CH2:13][CH2:14][CH3:15])[CH:45]=1, predict the reactants needed to synthesize it. The reactants are: [CH:1]1N=[CH:4][N:3]([C:6]([N:8]2[CH:12]=[N:11][CH:10]=[CH:9]2)=[O:7])[CH:2]=1.[CH2:13]([C:16]1[C:24]2[O:23][N:22]=[C:21]([C:25]([F:28])([F:27])[F:26])[C:20]=2[CH:19]=[CH:18][C:17]=1[O:29][CH2:30]CCNC)[CH2:14][CH3:15].[Li+].C[Si]([N-][Si](C)(C)C)(C)C.[CH3:45][C:46]1[CH:51]=C(C)N=C(N)[CH:47]=1.[NH4+].[Cl-]. (3) Given the product [NH2:5][C:6]1[NH:7][C:8]([C:19]#[N:20])=[CH:9][C:10]=1[C:11]1[CH:16]=[CH:15][C:14]([Cl:17])=[CH:13][C:12]=1[Cl:18], predict the reactants needed to synthesize it. The reactants are: C[Si]([N:5]([Si](C)(C)C)[C:6]1[NH:7][C:8]([C:19]#[N:20])=[CH:9][C:10]=1[C:11]1[CH:16]=[CH:15][C:14]([Cl:17])=[CH:13][C:12]=1[Cl:18])(C)C.Cl. (4) Given the product [C:22]([C:21]([NH:20][C:10]([C:7]1[CH:6]=[C:5]([O:13][C@@H:14]([CH3:19])[C:15]([F:18])([F:17])[F:16])[C:4]([CH:1]2[CH2:2][CH2:3]2)=[CH:9][N:8]=1)=[O:12])([CH3:29])[CH2:24][S:25]([CH3:28])(=[O:27])=[O:26])#[N:23], predict the reactants needed to synthesize it. The reactants are: [CH:1]1([C:4]2[C:5]([O:13][C@@H:14]([CH3:19])[C:15]([F:18])([F:17])[F:16])=[CH:6][C:7]([C:10]([OH:12])=O)=[N:8][CH:9]=2)[CH2:3][CH2:2]1.[NH2:20][C:21]([CH3:29])([CH2:24][S:25]([CH3:28])(=[O:27])=[O:26])[C:22]#[N:23]. (5) Given the product [N:8]1([C:1]([C:16]2[CH:20]=[CH:21][C:22]3[NH:23][C:26](=[O:27])[NH:13][C:14]=3[CH:15]=2)=[O:2])[CH:12]=[CH:11][N:10]=[CH:9]1, predict the reactants needed to synthesize it. The reactants are: [C:1]([N:8]1[CH:12]=[CH:11][N:10]=[CH:9]1)(N1C=CN=C1)=[O:2].[NH2:13][C:14]1[CH:15]=[C:16]([CH:20]=[CH:21][C:22]=1[NH2:23])C(O)=O.C1C[O:27][CH2:26]C1. (6) Given the product [CH2:24]([C:23]1[CH:22]=[C:21]([CH3:26])[NH:20][C:19](=[O:27])[C:18]=1[CH2:17][NH:16][C:14]([C:4]1[C:5]2[CH:6]=[N:7][N:8]([CH:11]([CH3:13])[CH3:12])[C:9]=2[CH:10]=[C:2]([S:30]([CH3:29])(=[O:32])=[O:31])[CH:3]=1)=[O:15])[CH3:25], predict the reactants needed to synthesize it. The reactants are: Br[C:2]1[CH:3]=[C:4]([C:14]([NH:16][CH2:17][C:18]2[C:19](=[O:27])[NH:20][C:21]([CH3:26])=[CH:22][C:23]=2[CH2:24][CH3:25])=[O:15])[C:5]2[CH:6]=[N:7][N:8]([CH:11]([CH3:13])[CH3:12])[C:9]=2[CH:10]=1.[Na].[CH3:29][S:30]([OH:32])=[O:31]. (7) Given the product [F:13][C:14]1[CH:20]=[CH:19][C:17]([NH:18][C:37](=[O:38])[CH2:36][C:31]2[NH:32][C:33](=[O:35])[CH:34]=[C:29]([N:25]3[CH2:26][CH2:27][O:28][CH:23]([CH3:22])[CH2:24]3)[N:30]=2)=[CH:16][CH:15]=1, predict the reactants needed to synthesize it. The reactants are: Cl.CN(C)CCCN=C=NCC.[F:13][C:14]1[CH:20]=[CH:19][C:17]([NH2:18])=[CH:16][CH:15]=1.[Na].[CH3:22][CH:23]1[O:28][CH2:27][CH2:26][N:25]([C:29]2[N:30]=[C:31]([CH2:36][C:37](O)=[O:38])[NH:32][C:33](=[O:35])[CH:34]=2)[CH2:24]1. (8) Given the product [F:6][C:4]([F:5])([F:7])[C:3]([C:9]1[CH:10]=[C:11]2[C:15](=[CH:16][CH:17]=1)[N:14]([CH2:18][C:19]1[N:20]=[C:21]([C:25]3[CH:26]=[C:27]([CH3:31])[CH:28]=[CH:29][CH:30]=3)[O:22][C:23]=1[CH3:24])[C:13]([CH3:32])=[CH:12]2)([OH:8])[C:2]([F:34])([F:33])[F:1], predict the reactants needed to synthesize it. The reactants are: [F:1][C:2]([F:34])([F:33])[C:3]([C:9]1[CH:10]=[C:11]2[C:15](=[CH:16][CH:17]=1)[N:14]([CH2:18][C:19]1[N:20]=[C:21]([C:25]3[CH:26]=[C:27]([CH3:31])[CH:28]=[CH:29][CH:30]=3)[O:22][C:23]=1[CH3:24])[CH:13]([CH3:32])[CH2:12]2)([OH:8])[C:4]([F:7])([F:6])[F:5]. (9) Given the product [Cl:23][C:18]1[CH:19]=[C:20]2[C:11](=[C:12]3[C:17]=1[CH:16]=[CH:15][CH:14]=[N:13]3)[NH:10][S:9](=[O:25])(=[O:24])[C:8]1[C:21]2=[CH:22][C:5]([C:3]([OH:4])=[O:2])=[CH:6][CH:7]=1, predict the reactants needed to synthesize it. The reactants are: C[O:2][C:3]([C:5]1[CH:22]=[C:21]2[C:8]([S:9](=[O:25])(=[O:24])[NH:10][C:11]3[C:20]2=[CH:19][C:18]([Cl:23])=[C:17]2[C:12]=3[N:13]=[CH:14][CH:15]=[CH:16]2)=[CH:7][CH:6]=1)=[O:4].[Li+].[OH-].CO.O. (10) Given the product [Cl-:26].[CH3:1][O:2][C:3]1[CH:8]=[CH:7][C:6]([O:9][CH3:10])=[CH:5][C:4]=1[NH:11][S:12]([C:15]1[CH:16]=[CH:17][C:18]([CH2:19][NH3+:20])=[CH:24][CH:25]=1)(=[O:14])=[O:13], predict the reactants needed to synthesize it. The reactants are: [CH3:1][O:2][C:3]1[CH:8]=[CH:7][C:6]([O:9][CH3:10])=[CH:5][C:4]=1[NH:11][S:12]([C:15]1[CH:25]=[CH:24][C:18]([CH2:19][NH:20]C(=O)C)=[CH:17][CH:16]=1)(=[O:14])=[O:13].[ClH:26].